This data is from Full USPTO retrosynthesis dataset with 1.9M reactions from patents (1976-2016). The task is: Predict the reactants needed to synthesize the given product. (1) Given the product [CH2:1]([O:3][C:4]([N:6]1[CH2:11][CH2:10][N:9]([C:12](=[O:57])[C@@H:13]([NH:23][C:24]([C:26]2[CH:30]=[C:29]([O:31][CH2:32][C:33]([N:35]3[CH2:39][CH2:38][CH2:37][C@H:36]3[C:40]([OH:42])=[O:41])=[O:34])[N:28]([C:50]3[CH:55]=[CH:54][CH:53]=[C:52]([F:56])[CH:51]=3)[N:27]=2)=[O:25])[CH2:14][CH2:15][C:16]([O:18][C:19]([CH3:22])([CH3:21])[CH3:20])=[O:17])[CH2:8][CH2:7]1)=[O:5])[CH3:2], predict the reactants needed to synthesize it. The reactants are: [CH2:1]([O:3][C:4]([N:6]1[CH2:11][CH2:10][N:9]([C:12](=[O:57])[C@@H:13]([NH:23][C:24]([C:26]2[CH:30]=[C:29]([O:31][CH2:32][C:33]([N:35]3[CH2:39][CH2:38][CH2:37][C@H:36]3[C:40]([O:42]CC3C=CC=CC=3)=[O:41])=[O:34])[N:28]([C:50]3[CH:55]=[CH:54][CH:53]=[C:52]([F:56])[CH:51]=3)[N:27]=2)=[O:25])[CH2:14][CH2:15][C:16]([O:18][C:19]([CH3:22])([CH3:21])[CH3:20])=[O:17])[CH2:8][CH2:7]1)=[O:5])[CH3:2]. (2) Given the product [Cl:12][C:10]1[CH:9]=[CH:8][N:7]2[C:13]([C:14]#[N:15])=[C:4]([CH2:3][NH:2][C:26]3[C:27]4[C:28](=[N:32][N:33]([CH2:35][C:36]5[CH:37]=[CH:38][C:39]([CH2:42][N:43]6[CH:48]=[CH:47][CH:46]=[CH:45][C:44]6=[O:49])=[CH:40][CH:41]=5)[CH:34]=4)[N:29]=[CH:30][N:31]=3)[N:5]=[C:6]2[CH:11]=1, predict the reactants needed to synthesize it. The reactants are: Cl.[NH2:2][CH2:3][CH:4]1[CH:13]([C:14]#[N:15])[N:7]2[CH:8]=[CH:9][C:10]([Cl:12])=[CH:11][C:6]2=[N:5]1.CCN(C(C)C)C(C)C.Cl[C:26]1[C:27]2[C:28](=[N:32][N:33]([CH2:35][C:36]3[CH:41]=[CH:40][C:39]([CH2:42][N:43]4[CH:48]=[CH:47][CH:46]=[CH:45][C:44]4=[O:49])=[CH:38][CH:37]=3)[CH:34]=2)[N:29]=[CH:30][N:31]=1. (3) Given the product [CH3:21][N:22]([CH3:27])[CH2:23][CH2:24][CH2:25][C:10]1([C:7]2[CH:8]=[CH:9][C:4]([F:3])=[CH:5][CH:6]=2)[C:18]2[C:13](=[CH:14][C:15]([C:19]#[N:20])=[CH:16][CH:17]=2)[CH2:12][O:11]1, predict the reactants needed to synthesize it. The reactants are: [H-].[Na+].[F:3][C:4]1[CH:9]=[CH:8][C:7]([CH:10]2[C:18]3[C:13](=[CH:14][C:15]([C:19]#[N:20])=[CH:16][CH:17]=3)[CH2:12][O:11]2)=[CH:6][CH:5]=1.[CH3:21][N:22]([CH3:27])[CH2:23][CH2:24][CH2:25]Cl.CN(C)CCN(C)C. (4) Given the product [F:6][C:7]1[CH:33]=[C:32]([S:34]([CH3:37])(=[O:35])=[O:36])[CH:31]=[CH:30][C:8]=1[O:9][CH2:10][CH2:11][C@@H:12]1[CH2:14][C@@H:13]1[CH:15]1[CH2:16][CH2:17][NH:18][CH2:19][CH2:20]1, predict the reactants needed to synthesize it. The reactants are: CCOCC.[F:6][C:7]1[CH:33]=[C:32]([S:34]([CH3:37])(=[O:36])=[O:35])[CH:31]=[CH:30][C:8]=1[O:9][CH2:10][CH2:11][C@@H:12]1[CH2:14][C@@H:13]1[CH:15]1[CH2:20][CH2:19][N:18](CC(C2C=CC=CC=2)=O)[CH2:17][CH2:16]1. (5) Given the product [Cl:21][C:16]1[CH:17]=[CH:18][CH:19]=[CH:20][C:15]=1[S:12]([N:9]1[CH2:10][CH2:11][C:6]2([C:4](=[O:3])[N:38]([C:35]3[CH:36]=[N:37][C:32]([CH2:30][CH3:31])=[CH:33][CH:34]=3)[CH2:23][CH2:22]2)[CH2:7][CH2:8]1)(=[O:13])=[O:14], predict the reactants needed to synthesize it. The reactants are: C([O:3][C:4]([C:6]1([CH2:22][CH2:23]OC)[CH2:11][CH2:10][N:9]([S:12]([C:15]2[CH:20]=[CH:19][CH:18]=[CH:17][C:16]=2[Cl:21])(=[O:14])=[O:13])[CH2:8][CH2:7]1)=O)C.[Cl-].C[Al+]C.[CH2:30]([C:32]1[N:37]=[CH:36][C:35]([NH2:38])=[CH:34][CH:33]=1)[CH3:31].